The task is: Predict the reactants needed to synthesize the given product.. This data is from Full USPTO retrosynthesis dataset with 1.9M reactions from patents (1976-2016). (1) Given the product [Br:21][C:18]1[CH:19]=[CH:20][C:15]([O:4][CH2:3][C:2]([F:6])([F:5])[F:1])=[N:16][CH:17]=1, predict the reactants needed to synthesize it. The reactants are: [F:1][C:2]([F:6])([F:5])[CH2:3][OH:4].CN(C=O)C.[H-].[Na+].Br[C:15]1[CH:20]=[CH:19][C:18]([Br:21])=[CH:17][N:16]=1. (2) The reactants are: [F:1][C:2]([F:13])([F:12])[C:3]1[CH:7]=[CH:6][NH:5][C:4]=1[C:8]([O:10][CH3:11])=[O:9].[C:14]1(B(O)O)[CH:19]=[CH:18][CH:17]=[CH:16][CH:15]=1.N1C=CC=CC=1. Given the product [C:14]1([N:5]2[CH:6]=[CH:7][C:3]([C:2]([F:1])([F:12])[F:13])=[C:4]2[C:8]([O:10][CH3:11])=[O:9])[CH:19]=[CH:18][CH:17]=[CH:16][CH:15]=1, predict the reactants needed to synthesize it. (3) The reactants are: [CH3:1][C:2]1[N:3]([C:29]([O:31][C:32]([CH3:35])([CH3:34])[CH3:33])=[O:30])[C:4]2[CH2:5][C:6]([CH3:28])([CH3:27])[CH2:7][C:8](=[O:26])[C:9]=2[C:10]=1[CH2:11][C:12]1[CH:17]=[CH:16][CH:15]=[CH:14][C:13]=1[S:18]([N:21]1[CH2:25][CH2:24][CH2:23][CH2:22]1)(=[O:20])=[O:19].[Li+].[CH3:37][Si]([N-][Si](C)(C)C)(C)C.CI. Given the product [CH3:1][C:2]1[N:3]([C:29]([O:31][C:32]([CH3:35])([CH3:34])[CH3:33])=[O:30])[C:4]2[CH2:5][C:6]([CH3:28])([CH3:27])[CH:7]([CH3:37])[C:8](=[O:26])[C:9]=2[C:10]=1[CH2:11][C:12]1[CH:17]=[CH:16][CH:15]=[CH:14][C:13]=1[S:18]([N:21]1[CH2:25][CH2:24][CH2:23][CH2:22]1)(=[O:20])=[O:19], predict the reactants needed to synthesize it.